Dataset: Full USPTO retrosynthesis dataset with 1.9M reactions from patents (1976-2016). Task: Predict the reactants needed to synthesize the given product. (1) Given the product [CH3:27][O:28][C:29](=[O:40])/[CH:30]=[CH:31]/[C:32]1[CH:33]=[CH:34][C:35]([CH2:38][NH:15][CH2:16][CH2:17][C:18]2[C:26]3[C:21](=[CH:22][CH:23]=[CH:24][CH:25]=3)[NH:20][CH:19]=2)=[CH:36][CH:37]=1, predict the reactants needed to synthesize it. The reactants are: C(C1C=CC(C=CC(O)=O)=CC=1)=O.Cl.[NH2:15][CH2:16][CH2:17][C:18]1[C:26]2[C:21](=[CH:22][CH:23]=[CH:24][CH:25]=2)[NH:20][CH:19]=1.[CH3:27][O:28][C:29](=[O:40])[CH:30]=[CH:31][C:32]1[CH:37]=[CH:36][C:35]([CH:38]=O)=[CH:34][CH:33]=1.[BH-](OC(C)=O)(OC(C)=O)OC(C)=O.[Na+]. (2) Given the product [CH2:1]([O:3][C:4](=[O:19])/[CH:5]=[C:6](/[O:8][C:9]1[CH:14]=[CH:13][CH:12]=[CH:11][C:10]=1[C:15]([CH3:18])([CH3:17])[CH3:16])\[CH2:7][Br:20])[CH3:2], predict the reactants needed to synthesize it. The reactants are: [CH2:1]([O:3][C:4](=[O:19])/[CH:5]=[C:6](/[O:8][C:9]1[CH:14]=[CH:13][CH:12]=[CH:11][C:10]=1[C:15]([CH3:18])([CH3:17])[CH3:16])\[CH3:7])[CH3:2].[Br:20]N1C(=O)CCC1=O.C(OOC(=O)C1C=CC=CC=1)(=O)C1C=CC=CC=1.